This data is from Catalyst prediction with 721,799 reactions and 888 catalyst types from USPTO. The task is: Predict which catalyst facilitates the given reaction. (1) Reactant: Cl.Cl.[CH:3]1([NH:7][NH2:8])[CH2:6][CH2:5][CH2:4]1.[O-]CC.[Na+].C(O[CH:16]=[C:17]([C:20]#[N:21])[C:18]#[N:19])C. Product: [NH2:21][C:20]1[N:7]([CH:3]2[CH2:6][CH2:5][CH2:4]2)[N:8]=[CH:16][C:17]=1[C:18]#[N:19]. The catalyst class is: 14. (2) Reactant: [Br:1][C:2]1[N:3]=[CH:4][C:5]2[N:6]([CH:8]=[CH:9][N:10]=2)[CH:7]=1.C1C(=O)N([I:18])C(=O)C1. Product: [Br:1][C:2]1[N:3]=[CH:4][C:5]2[N:6]([C:8]([I:18])=[CH:9][N:10]=2)[CH:7]=1. The catalyst class is: 3. (3) Product: [Br:36][CH2:35][CH2:34][CH2:33][CH2:32][CH2:31][CH2:30][C:8]1([CH2:7][CH2:6][CH2:5][CH2:4][CH2:3][CH2:2][Br:1])[C:9]2[CH:10]=[C:11]([C:38]3[CH:43]=[CH:42][C:41]([C:54]4[CH:55]=[C:56]5[C:51]([C:57]6[CH:13]=[CH:12][CH:11]=[CH:10][C:9]=6[C:8]5([CH2:7][CH2:6][CH2:5][CH2:4][CH2:3][CH2:2][Br:1])[CH2:30][CH2:31][CH2:32][CH2:33][CH2:34][CH2:35][Br:36])=[CH:52][CH:53]=4)=[CH:40][CH:39]=3)[CH:12]=[CH:13][C:14]=2[C:15]2[C:20]1=[CH:19][CH:18]=[CH:17][CH:16]=2. The catalyst class is: 103. Reactant: [Br:1][CH2:2][CH2:3][CH2:4][CH2:5][CH2:6][CH2:7][C:8]1([CH2:30][CH2:31][CH2:32][CH2:33][CH2:34][CH2:35][Br:36])[C:20]2[CH:19]=[CH:18][CH:17]=[CH:16][C:15]=2[C:14]2[C:9]1=[CH:10][C:11](B1OC(C)(C)C(C)(C)O1)=[CH:12][CH:13]=2.Br[C:38]1[CH:43]=[CH:42][C:41](Br)=[CH:40][CH:39]=1.C(=O)([O-])[O-].[K+].[K+].[C:51]1([CH3:57])[CH:56]=[CH:55][CH:54]=[CH:53][CH:52]=1. (4) Reactant: [CH2:1]([N:8]([C:21]1[CH:26]=[CH:25][CH:24]=[CH:23][CH:22]=1)[C:9](=[O:20])[O:10][C:11]1[CH:16]=CC([N+]([O-])=O)=CC=1)[C:2]1[CH:7]=[CH:6][CH:5]=[CH:4][CH:3]=1.[CH2:27]([N:34]1[CH:38]=[CH:37][N:36]=C1CO)[C:28]1[CH:33]=[CH:32][CH:31]=[CH:30][CH:29]=1.[H-].[Na+]. Product: [CH2:1]([N:8]([C:21]1[CH:22]=[CH:23][CH:24]=[CH:25][CH:26]=1)[C:9](=[O:20])[O:10][CH2:11][C:16]1[N:34]([CH2:27][C:28]2[CH:33]=[CH:32][CH:31]=[CH:30][CH:29]=2)[CH:38]=[CH:37][N:36]=1)[C:2]1[CH:3]=[CH:4][CH:5]=[CH:6][CH:7]=1. The catalyst class is: 35. (5) Reactant: [NH2:1][CH2:2][C:3]1[S:7][C:6]([C:8]2[CH:9]=[C:10]([CH2:16][CH3:17])[C:11](=[O:15])[NH:12][C:13]=2[CH3:14])=[CH:5][CH:4]=1.C(N(CC)CC)C.[Cl:25][CH2:26][C:27](Cl)=[O:28]. Product: [Cl:25][CH2:26][C:27]([NH:1][CH2:2][C:3]1[S:7][C:6]([C:8]2[CH:9]=[C:10]([CH2:16][CH3:17])[C:11](=[O:15])[NH:12][C:13]=2[CH3:14])=[CH:5][CH:4]=1)=[O:28]. The catalyst class is: 266. (6) Reactant: [CH2:1]([CH:3]1[CH2:11][C:6]2([O:10][CH2:9][CH2:8][O:7]2)[CH2:5][CH:4]1[C:12]1[N:16]2[C:17]3[CH:23]=[CH:22][N:21](S(C4C=CC(C)=CC=4)(=O)=O)[C:18]=3[N:19]=[CH:20][C:15]2=[N:14][N:13]=1)[CH3:2]. Product: [CH2:1]([CH:3]1[CH2:11][C:6]2([O:7][CH2:8][CH2:9][O:10]2)[CH2:5][CH:4]1[C:12]1[N:16]2[C:17]3[CH:23]=[CH:22][NH:21][C:18]=3[N:19]=[CH:20][C:15]2=[N:14][N:13]=1)[CH3:2]. The catalyst class is: 758. (7) Reactant: [CH3:1][O:2][C:3](=[O:14])[C:4]1[CH:9]=[C:8]([NH2:10])[C:7]([NH2:11])=[C:6]([Cl:12])[C:5]=1[NH2:13].[CH3:15][C:16](=O)[C:17](=O)[CH3:18].CCOC(C)=O. Product: [CH3:1][O:2][C:3]([C:4]1[CH:9]=[C:8]2[C:7](=[C:6]([Cl:12])[C:5]=1[NH2:13])[N:11]=[C:17]([CH3:18])[C:16]([CH3:15])=[N:10]2)=[O:14]. The catalyst class is: 14. (8) Reactant: Br[C:2]1[CH:19]=[CH:18][C:17]2[C:16]3[C:7](=C4C(=CC=3)C=CC=C4)[CH:6]=[CH:5][C:4]=2[C:3]=1Br.[CH:21]([C:24]1[CH:30]=[CH:29][C:27]([NH2:28])=[CH:26][CH:25]=1)([CH3:23])[CH3:22].P([C:40]([CH3:43])([CH3:42])[CH3:41])(C(C)(C)C)C(C)(C)C.BrC1C=CC2C3C(=[C:51]4[C:56](=[CH:57][CH:58]=3)[CH:55]=[CH:54][CH:53]=[CH:52]4)C=CC=2C=1Br.[NH2:64][C:65]1[CH:70]=[CH:69]C=[CH:67][CH:66]=1.CC(C)([O-])C.[Na+]. Product: [CH:21]([C:24]1[CH:30]=[CH:29][C:27]([NH:28][C:57]2[CH:58]=[C:3]3[C:2](=[C:55]4[C:56]=2[CH:51]=[CH:52][CH:53]=[CH:54]4)[CH:19]=[C:18]([NH:64][C:65]2[CH:70]=[CH:69][C:43]([CH:40]([CH3:41])[CH3:42])=[CH:67][CH:66]=2)[C:17]2[CH:16]=[CH:7][CH:6]=[CH:5][C:4]3=2)=[CH:26][CH:25]=1)([CH3:23])[CH3:22]. The catalyst class is: 101. (9) Reactant: [C:1]([NH:18][C@H:19]([C:23]([OH:25])=[O:24])[CH:20]([CH3:22])[CH3:21])([O:3][CH2:4][CH:5]1[C:17]2[C:12](=[CH:13][CH:14]=[CH:15][CH:16]=2)[C:11]2[C:6]1=[CH:7][CH:8]=[CH:9][CH:10]=2)=[O:2].CCN(C(C)C)C(C)C.[Cl-].O[C@H:37](/[CH:67]=[CH:68]/[CH2:69][CH2:70][S:71][C:72]([C:85]1[CH:90]=[CH:89][CH:88]=[CH:87][CH:86]=1)([C:79]1[CH:84]=[CH:83][CH:82]=[CH:81][CH:80]=1)[C:73]1[CH:78]=[CH:77][CH:76]=[CH:75][CH:74]=1)[CH2:38][C:39]([NH:41][CH2:42][C:43]1[N:48]=[C:47]([CH2:49][N:50]([CH2:56][C:57]2[CH:62]=[CH:61][C:60]([C:63]([F:66])([F:65])[F:64])=[CH:59][CH:58]=2)[CH2:51][C:52]([O:54][CH3:55])=[O:53])[CH:46]=[CH:45][CH:44]=1)=[O:40]. Product: [CH:7]1[C:6]2[CH:5]([CH2:4][O:3][C:1]([NH:18][C@H:19]([CH:20]([CH3:21])[CH3:22])[C:23]([O:25][C@H:37](/[CH:67]=[CH:68]/[CH2:69][CH2:70][S:71][C:72]([C:85]3[CH:90]=[CH:89][CH:88]=[CH:87][CH:86]=3)([C:79]3[CH:80]=[CH:81][CH:82]=[CH:83][CH:84]=3)[C:73]3[CH:78]=[CH:77][CH:76]=[CH:75][CH:74]=3)[CH2:38][C:39]([NH:41][CH2:42][C:43]3[CH:44]=[CH:45][CH:46]=[C:47]([CH2:49][N:50]([CH2:51][C:52]([O:54][CH3:55])=[O:53])[CH2:56][C:57]4[CH:62]=[CH:61][C:60]([C:63]([F:65])([F:64])[F:66])=[CH:59][CH:58]=4)[N:48]=3)=[O:40])=[O:24])=[O:2])[C:17]3[C:12](=[CH:13][CH:14]=[CH:15][CH:16]=3)[C:11]=2[CH:10]=[CH:9][CH:8]=1. The catalyst class is: 230.